Predict the reactants needed to synthesize the given product. From a dataset of Retrosynthesis with 50K atom-mapped reactions and 10 reaction types from USPTO. Given the product CCOC(=O)N1CC[C@H](c2cccc(-c3ccccc3)c2)[C@@H](O)C1, predict the reactants needed to synthesize it. The reactants are: CCOC(=O)N1CC[C@](O)(c2cccc(-c3ccccc3)c2)[C@@H](O)C1.